This data is from Full USPTO retrosynthesis dataset with 1.9M reactions from patents (1976-2016). The task is: Predict the reactants needed to synthesize the given product. (1) Given the product [C:1]([C:5]1[C:10](=[O:11])[N:9]([CH2:12][C:13]([OH:15])=[O:14])[C:8]2[N:17]=[C:18]([O:21][CH3:22])[CH:19]=[CH:20][C:7]=2[N:6]=1)([CH3:4])([CH3:2])[CH3:3], predict the reactants needed to synthesize it. The reactants are: [C:1]([C:5]1[C:10](=[O:11])[N:9]([CH2:12][C:13]([O:15]C)=[O:14])[C:8]2[N:17]=[C:18]([O:21][CH3:22])[CH:19]=[CH:20][C:7]=2[N:6]=1)([CH3:4])([CH3:3])[CH3:2].[OH-].[Na+]. (2) Given the product [CH2:12]([O:14][C:15](=[O:23])[CH2:16][CH:31]1[CH2:28][CH2:27][N:26]([C:2]2[C:7]([N+:8]([O-:10])=[O:9])=[CH:6][CH:5]=[C:4]([Br:11])[N:3]=2)[CH2:29][CH2:30]1)[CH3:13], predict the reactants needed to synthesize it. The reactants are: Br[C:2]1[C:7]([N+:8]([O-:10])=[O:9])=[CH:6][CH:5]=[C:4]([Br:11])[N:3]=1.[CH2:12]([O:14][C:15](=[O:23])[CH2:16]N1CCNCC1)[CH3:13].C([N:26]([CH2:29][CH3:30])[CH2:27][CH3:28])C.[CH2:31](O)C. (3) Given the product [C:1]1([CH3:15])[CH:2]=[CH:3][C:4]([N:7]2[C:8]3[CH:13]=[CH:12][CH:11]=[CH:10][C:9]=3[NH:14][C:17]2=[O:18])=[CH:5][CH:6]=1, predict the reactants needed to synthesize it. The reactants are: [C:1]1([CH3:15])[CH:6]=[CH:5][C:4]([NH:7][C:8]2[C:9]([NH2:14])=[CH:10][CH:11]=[CH:12][CH:13]=2)=[CH:3][CH:2]=1.N[C:17](N)=[O:18]. (4) Given the product [OH:15][CH2:11][C:9]([C:8]1[CH:3]=[CH:4][CH:5]=[CH:6][CH:7]=1)=[CH2:10], predict the reactants needed to synthesize it. The reactants are: CC[CH2:3][CH2:4][CH2:5][CH2:6][CH2:7][CH2:8][CH2:9][CH3:10].[C:11]([OH:15])(C)(C)C.[Se](=O)=O.C1(C(C)=C)C=CC=CC=1.